From a dataset of Forward reaction prediction with 1.9M reactions from USPTO patents (1976-2016). Predict the product of the given reaction. (1) Given the reactants C(OC(N1CCN([C:14](=[O:26])[NH:15][CH:16]([C:19]2[CH:24]=[CH:23][CH:22]=[C:21]([Cl:25])[CH:20]=2)[CH2:17][OH:18])CC1)=O)(C)(C)C.F[C:28](F)(F)[C:29](O)=O.[Cl:34][C:35]1[N:40]=[C:39](Cl)[C:38]([Cl:42])=[CH:37][N:36]=1, predict the reaction product. The product is: [Cl:25][C:21]1[CH:20]=[C:19]([CH:16]([NH:15][C:14]([CH:29]2[CH2:28][CH2:14][N:15]([C:39]3[C:38]([Cl:42])=[CH:37][N:36]=[C:35]([Cl:34])[N:40]=3)[CH2:16][CH2:17]2)=[O:26])[CH2:17][OH:18])[CH:24]=[CH:23][CH:22]=1. (2) Given the reactants [CH3:1][C:2]1[CH:10]=[CH:9][CH:8]=[C:7]([CH3:11])[C:3]=1[C:4]([OH:6])=[O:5].[Br:12]([O-])(=O)=O.[Na+].Br, predict the reaction product. The product is: [Br:12][CH2:1][C:2]1[CH:10]=[CH:9][CH:8]=[C:7]([CH3:11])[C:3]=1[C:4]([OH:6])=[O:5]. (3) The product is: [N:38]1([CH2:15][C:17]2[CH:18]=[CH:19][C:20]([C:21]([NH:23][C:24]3[N:25]=[CH:26][N:27]4[C:31]([C:32]([F:34])([F:35])[F:33])=[CH:30][S:29][C:28]=34)=[O:22])=[CH:36][CH:37]=2)[CH2:43][CH2:42][O:41][CH2:40][CH2:39]1. Given the reactants C(O[BH-](OC(=O)C)OC(=O)C)(=O)C.[Na+].[CH:15]([C:17]1[CH:37]=[CH:36][C:20]([C:21]([NH:23][C:24]2[N:25]=[CH:26][N:27]3[C:31]([C:32]([F:35])([F:34])[F:33])=[CH:30][S:29][C:28]=23)=[O:22])=[CH:19][CH:18]=1)=O.[NH:38]1[CH2:43][CH2:42][O:41][CH2:40][CH2:39]1.C([O-])(O)=O.[Na+], predict the reaction product. (4) Given the reactants [CH3:1][O:2][C:3](=[O:33])/[C:4](/OCC1C=CC=CC=1)=[C:5](/N=C=O)\[C:6]1[CH:11]=[C:10]([O:12][CH2:13][C:14]2[CH:19]=[CH:18][CH:17]=[CH:16][CH:15]=2)[C:9]([CH3:20])=[CH:8][C:7]=1Br.C([O-])(=O)C.[Cs+].[NH3:39], predict the reaction product. The product is: [CH3:1][O:2][C:3]([C:4]1[NH:39][C:7]2[C:6]([CH:5]=1)=[CH:11][C:10]([O:12][CH2:13][C:14]1[CH:19]=[CH:18][CH:17]=[CH:16][CH:15]=1)=[C:9]([CH3:20])[CH:8]=2)=[O:33]. (5) Given the reactants [OH:1][C:2]1[CH:7]=[CH:6][CH:5]=[CH:4][C:3]=1[C:8](=[O:17])[CH2:9][C:10]([O:12][C:13]([CH3:16])([CH3:15])[CH3:14])=[O:11].[CH:18]1([CH:24]=O)[CH2:23][CH2:22][CH2:21][CH2:20][CH2:19]1.C([O-])(=O)C.[NH2+]1CCCCC1.S([O-])([O-])(=O)=O.[Na+].[Na+], predict the reaction product. The product is: [CH:18]1(/[CH:24]=[C:9](\[C:8]([C:3]2[CH:4]=[CH:5][CH:6]=[CH:7][C:2]=2[OH:1])=[O:17])/[C:10]([O:12][C:13]([CH3:14])([CH3:16])[CH3:15])=[O:11])[CH2:23][CH2:22][CH2:21][CH2:20][CH2:19]1. (6) Given the reactants [F:1][C:2]1[CH:7]=[CH:6][C:5]([C:8]2[CH:13]=[CH:12][N:11]=[CH:10][C:9]=2[N:14]([CH3:28])[C:15](=[O:27])[C:16]2[CH:21]=[C:20]([C:22]([F:25])([F:24])[F:23])[CH:19]=[C:18]([SH:26])[CH:17]=2)=[C:4]([O:29][CH3:30])[CH:3]=1.CCN(C(C)C)C(C)C.I[CH:41]1[CH2:44][N:43]([C:45]([O:47][C:48]([CH3:51])([CH3:50])[CH3:49])=[O:46])[CH2:42]1.[NH4+].[Cl-], predict the reaction product. The product is: [C:48]([O:47][C:45]([N:43]1[CH2:44][CH:41]([S:26][C:18]2[CH:19]=[C:20]([C:22]([F:25])([F:24])[F:23])[CH:21]=[C:16]([C:15](=[O:27])[N:14]([C:9]3[CH:10]=[N:11][CH:12]=[CH:13][C:8]=3[C:5]3[CH:6]=[CH:7][C:2]([F:1])=[CH:3][C:4]=3[O:29][CH3:30])[CH3:28])[CH:17]=2)[CH2:42]1)=[O:46])([CH3:51])([CH3:49])[CH3:50].